From a dataset of Full USPTO retrosynthesis dataset with 1.9M reactions from patents (1976-2016). Predict the reactants needed to synthesize the given product. (1) Given the product [Cl:1][C:2]1[N:7]=[CH:6][C:5]2[CH:8]=[CH:9][N:10]([CH2:27][O:28][CH2:29][CH2:30][Si:31]([CH3:34])([CH3:33])[CH3:32])[C:4]=2[CH:3]=1, predict the reactants needed to synthesize it. The reactants are: [Cl:1][C:2]1[N:7]=[CH:6][C:5]2[CH:8]=[CH:9][NH:10][C:4]=2[CH:3]=1.C[Si]([N-][Si](C)(C)C)(C)C.[Na+].C1COCC1.Cl[CH2:27][O:28][CH2:29][CH2:30][Si:31]([CH3:34])([CH3:33])[CH3:32]. (2) The reactants are: [CH3:1][O:2][C:3](=[O:14])[CH2:4][C:5]1[N:9]2[CH:10]=[CH:11][CH:12]=[CH:13][C:8]2=[CH:7][N:6]=1.[Al+3].[Cl-].[Cl-].[Cl-].[C:19](Cl)(=[O:21])[CH3:20]. Given the product [CH3:1][O:2][C:3](=[O:14])[CH2:4][C:5]1[N:9]2[CH:10]=[CH:11][CH:12]=[CH:13][C:8]2=[C:7]([C:19](=[O:21])[CH3:20])[N:6]=1, predict the reactants needed to synthesize it. (3) Given the product [C:9]([O:13][C:14]([N:16]1[CH2:22][C:21]2[CH:23]=[C:24]([N:5]3[CH2:4][CH:3]([CH2:2][OH:1])[O:7][C:6]3=[O:8])[CH:25]=[CH:26][C:20]=2[O:19][CH2:18][CH2:17]1)=[O:15])([CH3:12])([CH3:10])[CH3:11], predict the reactants needed to synthesize it. The reactants are: [OH:1][CH2:2][CH:3]1[O:7][C:6](=[O:8])[NH:5][CH2:4]1.[C:9]([O:13][C:14]([N:16]1[CH2:22][C:21]2[CH:23]=[C:24](Br)[CH:25]=[CH:26][C:20]=2[O:19][CH2:18][CH2:17]1)=[O:15])([CH3:12])([CH3:11])[CH3:10].C(=O)([O-])[O-].[K+].[K+].N[C@@H]1CCCC[C@H]1N. (4) Given the product [CH3:8][O:7][C:5](=[O:6])[CH2:4][C:3]1([CH:2]([CH3:10])[CH3:1])[O:13][CH2:12][CH2:11][O:9]1, predict the reactants needed to synthesize it. The reactants are: [CH3:1][CH:2]([CH3:10])[C:3](=[O:9])[CH2:4][C:5]([O:7][CH3:8])=[O:6].[CH2:11](O)[CH2:12][OH:13]. (5) Given the product [Cl:1][C:2]1[S:6][C:5]([S:7]([NH:10][C:11]2[C:19]3[C:14](=[CH:15][CH:16]=[CH:17][C:18]=3[O:20][CH3:21])[NH:13][N:12]=2)(=[O:8])=[O:9])=[CH:4][CH:3]=1, predict the reactants needed to synthesize it. The reactants are: [Cl:1][C:2]1[S:6][C:5]([S:7]([NH:10][C:11]2[C:19]3[C:14](=[CH:15][CH:16]=[CH:17][C:18]=3[O:20][CH3:21])[N:13](C(OC(C)(C)C)=O)[N:12]=2)(=[O:9])=[O:8])=[CH:4][CH:3]=1.C(O)(C(F)(F)F)=O. (6) Given the product [CH3:1][C:2]1[CH:3]=[N:4][N:5]([CH2:7][CH2:8][CH:9]2[CH2:14][CH2:13][NH:12][CH2:11][CH2:10]2)[CH:6]=1, predict the reactants needed to synthesize it. The reactants are: [CH3:1][C:2]1[CH:3]=[N:4][N:5]([CH2:7][CH2:8][CH:9]2[CH2:14][CH2:13][N:12](C(OC(C)(C)C)=O)[CH2:11][CH2:10]2)[CH:6]=1.Cl.O1CCOCC1.